Task: Regression/Classification. Given a drug SMILES string, predict its absorption, distribution, metabolism, or excretion properties. Task type varies by dataset: regression for continuous measurements (e.g., permeability, clearance, half-life) or binary classification for categorical outcomes (e.g., BBB penetration, CYP inhibition). For this dataset (vdss_lombardo), we predict log10(VDss) (log10 of volume of distribution in L/kg).. Dataset: Volume of distribution at steady state (VDss) regression data from Lombardo et al. (1) The compound is COC1CC2CCC(C)C(O)(O2)C(=O)C(=O)N2CCCCC2C(=O)OC(C(C)CC2CCC(n3cnnn3)C(OC)C2)CC(=O)C(C)/C=C(\C)C(O)C(OC)C(=O)C(C)CC(C)/C=C/C=C/C=C/1C. The log10(VDss) is 0.110. (2) The drug is NS(=O)(=O)c1cc2c(cc1C(F)(F)F)NCNS2(=O)=O. The log10(VDss) is 0.340.